From a dataset of NCI-60 drug combinations with 297,098 pairs across 59 cell lines. Regression. Given two drug SMILES strings and cell line genomic features, predict the synergy score measuring deviation from expected non-interaction effect. (1) Drug 1: C1=NC2=C(N1)C(=S)N=C(N2)N. Drug 2: C1CCC(C(C1)N)N.C(=O)(C(=O)[O-])[O-].[Pt+4]. Cell line: OVCAR-4. Synergy scores: CSS=18.5, Synergy_ZIP=-6.19, Synergy_Bliss=-4.57, Synergy_Loewe=-18.0, Synergy_HSA=-3.09. (2) Drug 1: CCC(=C(C1=CC=CC=C1)C2=CC=C(C=C2)OCCN(C)C)C3=CC=CC=C3.C(C(=O)O)C(CC(=O)O)(C(=O)O)O. Drug 2: C1CC(C1)(C(=O)O)C(=O)O.[NH2-].[NH2-].[Pt+2]. Cell line: ACHN. Synergy scores: CSS=14.5, Synergy_ZIP=-5.29, Synergy_Bliss=-4.21, Synergy_Loewe=-4.06, Synergy_HSA=-2.18. (3) Drug 1: CC12CCC(CC1=CCC3C2CCC4(C3CC=C4C5=CN=CC=C5)C)O. Drug 2: CC1OCC2C(O1)C(C(C(O2)OC3C4COC(=O)C4C(C5=CC6=C(C=C35)OCO6)C7=CC(=C(C(=C7)OC)O)OC)O)O. Cell line: SW-620. Synergy scores: CSS=50.5, Synergy_ZIP=9.21, Synergy_Bliss=6.51, Synergy_Loewe=-0.939, Synergy_HSA=6.16. (4) Drug 1: CC1OCC2C(O1)C(C(C(O2)OC3C4COC(=O)C4C(C5=CC6=C(C=C35)OCO6)C7=CC(=C(C(=C7)OC)O)OC)O)O. Drug 2: C1=CC=C(C=C1)NC(=O)CCCCCCC(=O)NO. Cell line: SK-OV-3. Synergy scores: CSS=16.8, Synergy_ZIP=-2.80, Synergy_Bliss=-0.334, Synergy_Loewe=-1.62, Synergy_HSA=1.62. (5) Drug 1: CC1C(C(CC(O1)OC2CC(CC3=C2C(=C4C(=C3O)C(=O)C5=C(C4=O)C(=CC=C5)OC)O)(C(=O)C)O)N)O.Cl. Drug 2: CN(CC1=CN=C2C(=N1)C(=NC(=N2)N)N)C3=CC=C(C=C3)C(=O)NC(CCC(=O)O)C(=O)O. Cell line: EKVX. Synergy scores: CSS=5.55, Synergy_ZIP=-3.10, Synergy_Bliss=-3.54, Synergy_Loewe=-2.92, Synergy_HSA=-2.77. (6) Drug 1: CC12CCC(CC1=CCC3C2CCC4(C3CC=C4C5=CN=CC=C5)C)O. Synergy scores: CSS=6.16, Synergy_ZIP=-0.116, Synergy_Bliss=2.79, Synergy_Loewe=0.832, Synergy_HSA=2.22. Cell line: UACC-257. Drug 2: C1=CN(C=N1)CC(O)(P(=O)(O)O)P(=O)(O)O.